From a dataset of Catalyst prediction with 721,799 reactions and 888 catalyst types from USPTO. Predict which catalyst facilitates the given reaction. (1) The catalyst class is: 22. Reactant: C(OC([N:6]1[CH2:12][CH2:11][C:10]2[CH:13]=[CH:14][S:15][C:9]=2[CH2:8][CH2:7]1)=O)C.[Si](I)(C)(C)C. Product: [S:15]1[C:9]2[CH2:8][CH2:7][NH:6][CH2:12][CH2:11][C:10]=2[CH:13]=[CH:14]1. (2) Reactant: [CH3:1][O:2][C:3]1[CH:22]=[CH:21][C:6]([CH2:7][N:8]2[C:16]3[C:11](=[CH:12][C:13]([N+:17]([O-])=O)=[CH:14][CH:15]=3)[C:10](=[O:20])[NH:9]2)=[CH:5][CH:4]=1.[C:23]1([C:29]2[O:30][C:31]([C:37]([F:40])([F:39])[F:38])=[C:32]([C:34](O)=[O:35])[N:33]=2)[CH:28]=[CH:27][CH:26]=[CH:25][CH:24]=1.COC1C=C(C=CC=1)CN1C2C(=CC(NC(C3N=C(C4C=CC=CC=4)OC=3C(F)(F)F)=O)=CC=2)C(=O)N1. Product: [CH3:1][O:2][C:3]1[CH:22]=[CH:21][C:6]([CH2:7][N:8]2[C:16]3[C:11](=[CH:12][C:13]([NH:17][C:34]([C:32]4[N:33]=[C:29]([C:23]5[CH:28]=[CH:27][CH:26]=[CH:25][CH:24]=5)[O:30][C:31]=4[C:37]([F:39])([F:40])[F:38])=[O:35])=[CH:14][CH:15]=3)[C:10](=[O:20])[NH:9]2)=[CH:5][CH:4]=1. The catalyst class is: 25. (3) Reactant: [Cl:1][C:2]1[CH:9]=[C:8]([Cl:10])[CH:7]=[CH:6][C:3]=1[CH:4]=O.[Cl:11][CH2:12][C:13](=[O:20])[CH2:14][C:15]([O:17][CH2:18][CH3:19])=[O:16].C(N)C1C=CC=CC=1.C(O)(=O)C. Product: [Cl:1][C:2]1[CH:9]=[C:8]([Cl:10])[CH:7]=[CH:6][C:3]=1/[CH:4]=[C:14](/[C:13](=[O:20])[CH2:12][Cl:11])\[C:15]([O:17][CH2:18][CH3:19])=[O:16]. The catalyst class is: 32.